From a dataset of Forward reaction prediction with 1.9M reactions from USPTO patents (1976-2016). Predict the product of the given reaction. Given the reactants [F:1][C:2]1[CH:3]=[C:4]([C:8]2[N:9]=[C:10]([N:18]([CH3:20])[CH3:19])[C:11]3[O:12][CH2:13][CH2:14][NH:15][C:16]=3[N:17]=2)[CH:5]=[CH:6][CH:7]=1.[N:21]1([C:27]([O:29][C:30]([CH3:33])([CH3:32])[CH3:31])=[O:28])[CH2:26]CNC[CH2:22]1, predict the reaction product. The product is: [F:1][C:2]1[CH:3]=[C:4]([C:8]2[N:9]=[C:10]([N:18]3[CH2:20][CH2:26][N:21]([C:27]([O:29][C:30]([CH3:33])([CH3:32])[CH3:31])=[O:28])[CH2:22][CH2:19]3)[C:11]3[O:12][CH2:13][CH2:14][NH:15][C:16]=3[N:17]=2)[CH:5]=[CH:6][CH:7]=1.